Dataset: Retrosynthesis with 50K atom-mapped reactions and 10 reaction types from USPTO. Task: Predict the reactants needed to synthesize the given product. (1) Given the product Cc1cc(-n2cnn(CCC3CC3)c2=O)sc1C(=O)NCc1cccnc1, predict the reactants needed to synthesize it. The reactants are: Cc1cc(-n2cnn(CCC3CC3)c2=O)sc1C(=O)O.NCc1cccnc1. (2) Given the product FCCNC1CCC(Nc2ccc3[nH]ncc3c2)CC1, predict the reactants needed to synthesize it. The reactants are: NCCF.O=C1CCC(Nc2ccc3[nH]ncc3c2)CC1. (3) Given the product CC(C)(C)OC(=O)N1CCN(Cc2ccc(N)cc2)CC1, predict the reactants needed to synthesize it. The reactants are: CC(C)(C)OC(=O)N1CCN(Cc2ccc([N+](=O)[O-])cc2)CC1.